Dataset: Catalyst prediction with 721,799 reactions and 888 catalyst types from USPTO. Task: Predict which catalyst facilitates the given reaction. (1) Reactant: C(OC(=O)[NH:10][C:11]1[CH:12]=[C:13]2[C:18](=[CH:19][C:20]=1[O:21][CH3:22])[N:17]=[CH:16][CH:15]=[C:14]2[O:23][C:24]1[CH:29]=[CH:28][C:27]([NH:30][C:31]([NH:33][C:34]2[CH:39]=[CH:38][C:37]([F:40])=[CH:36][CH:35]=2)=[O:32])=[CH:26][CH:25]=1)C1C=CC=CC=1.CO. Product: [NH2:10][C:11]1[CH:12]=[C:13]2[C:18](=[CH:19][C:20]=1[O:21][CH3:22])[N:17]=[CH:16][CH:15]=[C:14]2[O:23][C:24]1[CH:25]=[CH:26][C:27]([NH:30][C:31]([NH:33][C:34]2[CH:35]=[CH:36][C:37]([F:40])=[CH:38][CH:39]=2)=[O:32])=[CH:28][CH:29]=1. The catalyst class is: 457. (2) Reactant: [CH:1]([C:3]1[S:4][CH:5]=[C:6]([CH2:8][N:9]([CH3:17])[C:10](=[O:16])[O:11][C:12]([CH3:15])([CH3:14])[CH3:13])[N:7]=1)=O.[O:18]1[C:22]([C:23]2[CH:28]=[CH:27][C:26]([NH:29][NH2:30])=[CH:25][CH:24]=2)=[CH:21][N:20]=[CH:19]1. The catalyst class is: 8. Product: [CH3:17][N:9]([CH2:8][C:6]1[N:7]=[C:3]([CH:1]=[N:30][NH:29][C:26]2[CH:25]=[CH:24][C:23]([C:22]3[O:18][CH:19]=[N:20][CH:21]=3)=[CH:28][CH:27]=2)[S:4][CH:5]=1)[C:10](=[O:16])[O:11][C:12]([CH3:15])([CH3:14])[CH3:13]. (3) Reactant: [CH3:1][C@:2]12[C@@:19]3([CH3:20])[C@@H:10]([C@:11]4([CH3:36])[C@@H:16]([CH2:17][CH2:18]3)[C:15]([CH3:22])([CH3:21])[C:14]([C:23]3[CH:35]=[CH:34][C:26]([C:27]([O:29]C(C)(C)C)=[O:28])=[CH:25][CH:24]=3)=[CH:13][CH2:12]4)[CH2:9][CH2:8][C@@H:7]1[C@H:6]1[C@H:37]([C:40]([CH3:42])=[CH2:41])[CH2:38][CH2:39][C@:5]1([CH2:43][NH:44][CH2:45][CH2:46][C:47]1[CH:52]=[CH:51][CH:50]=[CH:49][N:48]=1)[CH2:4][CH2:3]2.C(O)(C(F)(F)F)=O. Product: [CH3:1][C@:2]12[C@@:19]3([CH3:20])[C@@H:10]([C@:11]4([CH3:36])[C@@H:16]([CH2:17][CH2:18]3)[C:15]([CH3:21])([CH3:22])[C:14]([C:23]3[CH:24]=[CH:25][C:26]([C:27]([OH:29])=[O:28])=[CH:34][CH:35]=3)=[CH:13][CH2:12]4)[CH2:9][CH2:8][C@@H:7]1[C@H:6]1[C@H:37]([C:40]([CH3:42])=[CH2:41])[CH2:38][CH2:39][C@:5]1([CH2:43][NH:44][CH2:45][CH2:46][C:47]1[CH:52]=[CH:51][CH:50]=[CH:49][N:48]=1)[CH2:4][CH2:3]2. The catalyst class is: 2. (4) Reactant: [CH2:1]([O:3][C:4](=[O:25])[CH2:5][O:6][C:7]1[C:16]2[C:11](=[CH:12][CH:13]=[CH:14][CH:15]=2)[C:10]([O:17]CC2C=CC=CC=2)=[CH:9][CH:8]=1)[CH3:2]. Product: [CH2:1]([O:3][C:4](=[O:25])[CH2:5][O:6][C:7]1[C:16]2[C:11](=[CH:12][CH:13]=[CH:14][CH:15]=2)[C:10]([OH:17])=[CH:9][CH:8]=1)[CH3:2]. The catalyst class is: 312. (5) Reactant: [Cl:1][C:2]1[CH:3]=[CH:4][C:5]([O:23][CH2:24][C:25]2[CH:30]=[CH:29][CH:28]=[CH:27][CH:26]=2)=[C:6]([C:8]2[N:9]([C:14]3[CH:15]=[C:16]([CH:20]=[CH:21][CH:22]=3)[C:17](O)=[O:18])[C:10]([CH3:13])=[CH:11][CH:12]=2)[CH:7]=1.C(Cl)CCl.C1C=CC2N(O)N=NC=2C=1.[CH2:45]([NH2:52])[C:46]1[CH:51]=[CH:50][CH:49]=[CH:48][CH:47]=1. The catalyst class is: 91. Product: [Cl:1][C:2]1[CH:3]=[CH:4][C:5]([O:23][CH2:24][C:25]2[CH:26]=[CH:27][CH:28]=[CH:29][CH:30]=2)=[C:6]([C:8]2[N:9]([C:14]3[CH:15]=[C:16]([CH:20]=[CH:21][CH:22]=3)[C:17]([NH:52][CH2:45][C:46]3[CH:51]=[CH:50][CH:49]=[CH:48][CH:47]=3)=[O:18])[C:10]([CH3:13])=[CH:11][CH:12]=2)[CH:7]=1. (6) Reactant: [F:1][C:2]1([F:21])[CH2:8][CH2:7][NH:6][C:5](=[O:9])[C@H:4]([NH:10][S:11]([C:14]2[CH:19]=[CH:18][C:17]([Cl:20])=[CH:16][N:15]=2)(=[O:13])=[O:12])[CH2:3]1.[F:22][CH:23]([F:33])[O:24][C:25]1[CH:32]=[CH:31][C:28]([CH2:29]Br)=[CH:27][CH:26]=1.C([O-])([O-])=O.[K+].[K+]. Product: [F:22][CH:23]([F:33])[O:24][C:25]1[CH:32]=[CH:31][C:28]([CH2:29][N:10]([C@@H:4]2[CH2:3][C:2]([F:1])([F:21])[CH2:8][CH2:7][NH:6][C:5]2=[O:9])[S:11]([C:14]2[CH:19]=[CH:18][C:17]([Cl:20])=[CH:16][N:15]=2)(=[O:12])=[O:13])=[CH:27][CH:26]=1. The catalyst class is: 3. (7) Reactant: C(O)(=O)C.[NH2:5][NH2:6].[CH3:7][O:8][C:9](=[O:21])[C:10](=O)[CH2:11][C:12](=O)[C:13]1[CH:18]=[CH:17][CH:16]=[CH:15][CH:14]=1.O. Product: [CH3:7][O:8][C:9]([C:10]1[CH:11]=[C:12]([C:13]2[CH:18]=[CH:17][CH:16]=[CH:15][CH:14]=2)[NH:6][N:5]=1)=[O:21]. The catalyst class is: 15. (8) Reactant: [CH2:1]([N:8]1[C:14](=[O:15])[CH:13]([CH2:16][C:17]([OH:19])=[O:18])[CH2:12][C:11]2[CH:20]=[CH:21][C:22]([O:24][CH2:25][CH2:26][CH2:27][N:28]([C:36]3[CH:41]=[CH:40][CH:39]=[CH:38][N:37]=3)C(OC(C)(C)C)=O)=[CH:23][C:10]=2[CH2:9]1)[C:2]1[CH:7]=[CH:6][CH:5]=[CH:4][CH:3]=1.O=C1C(CC(O)=O)CC2C=CC(OCCCN(C3C=CC=CN=3)C(OC(C)(C)C)=O)=CC=2CN1CC1C=CC(C(F)(F)F)=CC=1.C(C(O)=O)(F)(F)F. Product: [CH2:1]([N:8]1[C:14](=[O:15])[CH:13]([CH2:16][C:17]([OH:19])=[O:18])[CH2:12][C:11]2[CH:20]=[CH:21][C:22]([O:24][CH2:25][CH2:26][CH2:27][NH:28][C:36]3[CH:41]=[CH:40][CH:39]=[CH:38][N:37]=3)=[CH:23][C:10]=2[CH2:9]1)[C:2]1[CH:7]=[CH:6][CH:5]=[CH:4][CH:3]=1. The catalyst class is: 6.